This data is from Forward reaction prediction with 1.9M reactions from USPTO patents (1976-2016). The task is: Predict the product of the given reaction. (1) Given the reactants [OH:1][C:2]1[C:7]([C:8](=[O:10])[CH3:9])=[C:6]([O:11][CH2:12][C:13]([O:15]C)=[O:14])[CH:5]=[CH:4][CH:3]=1.[OH:17][CH2:18][CH2:19][O:20][C:21]1[CH:22]=[C:23]([CH:26]=[CH:27][CH:28]=1)[CH:24]=O.O.[OH-].[K+], predict the reaction product. The product is: [C:13]([CH2:12][O:11][C:6]1[CH:5]=[CH:4][CH:3]=[C:2]([OH:1])[C:7]=1[C:8](=[O:10])[CH:9]=[CH:24][CH:23]1[CH:26]=[CH:27][CH:28]=[C:21]([O:20][CH2:19][CH2:18][OH:17])[CH2:22]1)([OH:15])=[O:14]. (2) The product is: [N+:36]([C:33]1[CH:34]=[CH:35][C:30]([O:29][C:27]([NH:1][C:2]2[C:3]([CH3:19])=[CH:4][C:5]3[N:6]([CH:16]([CH3:17])[CH3:18])[C:7]4[C:12]([C:13]=3[C:14]=2[CH3:15])=[CH:11][CH:10]=[CH:9][CH:8]=4)=[O:28])=[CH:31][CH:32]=1)([O-:38])=[O:37]. Given the reactants [NH2:1][C:2]1[C:3]([CH3:19])=[CH:4][C:5]2[N:6]([CH:16]([CH3:18])[CH3:17])[C:7]3[C:12]([C:13]=2[C:14]=1[CH3:15])=[CH:11][CH:10]=[CH:9][CH:8]=3.C(=O)([O-])[O-].[K+].[K+].Cl[C:27]([O:29][C:30]1[CH:35]=[CH:34][C:33]([N+:36]([O-:38])=[O:37])=[CH:32][CH:31]=1)=[O:28], predict the reaction product. (3) Given the reactants C[O:2][C:3](=[O:53])[C@@H:4]([NH:20][C:21]([C@@H:23]1[CH2:32][C:31]2[CH:30]=[C:29]3[O:33][CH2:34][C@H:35]([C:37]4[CH:42]=[CH:41][C:40]([O:43][CH2:44][C:45]5[CH:50]=[CH:49][C:48]([Cl:51])=[C:47]([Cl:52])[CH:46]=5)=[CH:39][CH:38]=4)[O:36][C:28]3=[CH:27][C:26]=2[CH2:25][NH:24]1)=[O:22])[CH2:5][C:6]1[CH:11]=[CH:10][C:9]([C:12]2[CH:17]=[CH:16][N:15]=[C:14]([CH3:18])[C:13]=2[CH3:19])=[CH:8][CH:7]=1.[F:54][C:55]1([F:64])[CH2:60][CH2:59][N:58]([C:61](Cl)=[O:62])[CH2:57][CH2:56]1, predict the reaction product. The product is: [Cl:52][C:47]1[CH:46]=[C:45]([CH:50]=[CH:49][C:48]=1[Cl:51])[CH2:44][O:43][C:40]1[CH:39]=[CH:38][C:37]([C@H:35]2[CH2:34][O:33][C:29]3=[CH:30][C:31]4[CH2:32][C@@H:23]([C:21]([NH:20][C@@H:4]([CH2:5][C:6]5[CH:11]=[CH:10][C:9]([C:12]6[CH:17]=[CH:16][N:15]=[C:14]([CH3:18])[C:13]=6[CH3:19])=[CH:8][CH:7]=5)[C:3]([OH:53])=[O:2])=[O:22])[N:24]([C:61]([N:58]5[CH2:59][CH2:60][C:55]([F:64])([F:54])[CH2:56][CH2:57]5)=[O:62])[CH2:25][C:26]=4[CH:27]=[C:28]3[O:36]2)=[CH:42][CH:41]=1. (4) Given the reactants [N:1]1[CH:6]=[CH:5][C:4]([CH:7]=O)=[CH:3][CH:2]=1.[NH2:9][C:10]1[N:11]=[N:12][C:13]([CH3:16])=[CH:14][CH:15]=1.C([O:19][C:20](=O)[C:21]([OH:34])=[CH:22][C:23]([C:25]1[CH:30]=[CH:29][C:28]([CH:31]([CH3:33])[CH3:32])=[CH:27][CH:26]=1)=[O:24])C, predict the reaction product. The product is: [OH:34][C:21]1[C:20](=[O:19])[N:9]([C:10]2[N:11]=[N:12][C:13]([CH3:16])=[CH:14][CH:15]=2)[CH:7]([C:4]2[CH:3]=[CH:2][N:1]=[CH:6][CH:5]=2)[C:22]=1[C:23](=[O:24])[C:25]1[CH:30]=[CH:29][C:28]([CH:31]([CH3:33])[CH3:32])=[CH:27][CH:26]=1.